From a dataset of Catalyst prediction with 721,799 reactions and 888 catalyst types from USPTO. Predict which catalyst facilitates the given reaction. (1) Reactant: [CH2:1]([N:3]([CH2:36][CH3:37])[CH2:4][CH2:5][CH2:6][C:7]1[CH:12]=[C:11]([F:13])[CH:10]=[CH:9][C:8]=1[S:14]([NH:17][C:18]1[CH:31]=[CH:30][C:21]2[C:22]3[CH:23]=[CH:24][O:25][C:26]=3[CH2:27][CH2:28][O:29][C:20]=2[C:19]=1[C:32]([O:34]C)=[O:33])(=[O:16])=[O:15])[CH3:2].O.[OH-].[Li+]. Product: [CH2:36]([N:3]([CH2:1][CH3:2])[CH2:4][CH2:5][CH2:6][C:7]1[CH:12]=[C:11]([F:13])[CH:10]=[CH:9][C:8]=1[S:14]([NH:17][C:18]1[CH:31]=[CH:30][C:21]2[C:22]3[CH:23]=[CH:24][O:25][C:26]=3[CH2:27][CH2:28][O:29][C:20]=2[C:19]=1[C:32]([OH:34])=[O:33])(=[O:15])=[O:16])[CH3:37]. The catalyst class is: 127. (2) Reactant: [C:1]1([C:11]2[O:12][C:13]3[CH:19]=[C:18]([CH2:20][C:21]([O:23]C)=[O:22])[CH:17]=[CH:16][C:14]=3[N:15]=2)[C:10]2[C:5](=[CH:6][CH:7]=[CH:8][CH:9]=2)[CH:4]=[CH:3][N:2]=1.[OH-].[Na+]. Product: [C:1]1([C:11]2[O:12][C:13]3[CH:19]=[C:18]([CH2:20][C:21]([OH:23])=[O:22])[CH:17]=[CH:16][C:14]=3[N:15]=2)[C:10]2[C:5](=[CH:6][CH:7]=[CH:8][CH:9]=2)[CH:4]=[CH:3][N:2]=1. The catalyst class is: 1.